From a dataset of Reaction yield outcomes from USPTO patents with 853,638 reactions. Predict the reaction yield, written as a fraction of the theoretical maximum amount of product (1.0 means a 100% yield; for example, 0.34 means a 34% yield). (1) The reactants are [Cl:1][C:2]1[CH:3]=[C:4](B(O)O)[CH:5]=[CH:6][CH:7]=1.[CH2:11]([N:18]1[C:26]2[C:21](=[CH:22][CH:23]=[C:24](Br)[CH:25]=2)[CH:20]=[CH:19]1)[C:12]1[CH:17]=[CH:16][CH:15]=[CH:14][CH:13]=1.Cl. The catalyst is [Br-].C([N+](CCCC)(CCCC)CCCC)CCC.O.C1COCC1.C([O-])(=O)C.[Pd+2].C([O-])(=O)C. The product is [CH2:11]([N:18]1[C:26]2[C:21](=[CH:22][CH:23]=[C:24]([C:4]3[CH:5]=[CH:6][CH:7]=[C:2]([Cl:1])[CH:3]=3)[CH:25]=2)[CH:20]=[CH:19]1)[C:12]1[CH:17]=[CH:16][CH:15]=[CH:14][CH:13]=1. The yield is 0.500. (2) The reactants are [CH:1]1([CH:7]([C:18]2[CH:22]=[C:21]([CH:23]([CH2:26][CH3:27])[CH2:24][CH3:25])[S:20][C:19]=2[CH2:28][CH3:29])[O:8][C:9]2[CH:17]=[CH:16][C:12]([C:13](O)=[O:14])=[CH:11][CH:10]=2)[CH2:6][CH2:5][CH2:4][CH2:3][CH2:2]1.[CH3:30][NH:31][CH2:32][CH2:33][C:34]([O:36]CC)=[O:35]. No catalyst specified. The product is [CH:1]1([CH:7]([C:18]2[CH:22]=[C:21]([CH:23]([CH2:26][CH3:27])[CH2:24][CH3:25])[S:20][C:19]=2[CH2:28][CH3:29])[O:8][C:9]2[CH:17]=[CH:16][C:12]([C:13]([N:31]([CH3:30])[CH2:32][CH2:33][C:34]([OH:36])=[O:35])=[O:14])=[CH:11][CH:10]=2)[CH2:6][CH2:5][CH2:4][CH2:3][CH2:2]1. The yield is 0.390. (3) The reactants are [CH3:1][C:2]1[C:3]([CH2:14][S:15]([C:17]2[NH:21][C:20]3[CH:22]=[CH:23][CH:24]=[CH:25][C:19]=3[N:18]=2)=[O:16])=[N:4][CH:5]=[CH:6][C:7]=1[O:8][CH2:9][C:10]([F:13])([F:12])[F:11].[H-].[Na+].[C:28]1([CH3:56])[CH:33]=[CH:32][C:31]([S:34]([CH2:37][CH2:38][O:39][C:40](=[O:55])[CH2:41][O:42][C:43]2[CH:48]=[C:47]([CH3:49])[C:46]([S:50](Cl)(=[O:52])=[O:51])=[C:45]([CH3:54])[CH:44]=2)(=[O:36])=[O:35])=[CH:30][CH:29]=1.O. The catalyst is C(Cl)Cl. The product is [C:28]1([CH3:56])[CH:33]=[CH:32][C:31]([S:34]([CH2:37][CH2:38][O:39][C:40](=[O:55])[CH2:41][O:42][C:43]2[CH:44]=[C:45]([CH3:54])[C:46]([S:50]([N:21]3[C:20]4[CH:22]=[CH:23][CH:24]=[CH:25][C:19]=4[N:18]=[C:17]3[S:15]([CH2:14][C:3]3[C:2]([CH3:1])=[C:7]([O:8][CH2:9][C:10]([F:13])([F:11])[F:12])[CH:6]=[CH:5][N:4]=3)=[O:16])(=[O:51])=[O:52])=[C:47]([CH3:49])[CH:48]=2)(=[O:35])=[O:36])=[CH:30][CH:29]=1. The yield is 0.650. (4) The reactants are Br[C:2]1[CH:11]=[CH:10][C:9]2[C:4](=[C:5]3[CH:15]=[CH:14][CH:13]=[CH:12][C:6]3=[CH:7][CH:8]=2)[N:3]=1.C([Li])CCC.CCCCCC.CN(C)[C:29](=[O:31])[CH3:30].Cl. The catalyst is C1COCC1. The product is [N:3]1[C:4]2[C:9](=[CH:8][CH:7]=[C:6]3[CH:12]=[CH:13][CH:14]=[CH:15][C:5]3=2)[CH:10]=[CH:11][C:2]=1[C:29](=[O:31])[CH3:30]. The yield is 0.770. (5) The reactants are [C:1]1([C:27]2[CH:32]=[CH:31][CH:30]=[CH:29][CH:28]=2)[CH:6]=[CH:5][C:4]([N:7]2[C:20]3[C:15](=[CH:16][CH:17]=[CH:18][CH:19]=3)[CH2:14][C:13]3[CH:12]=[C:11]([C:21]4[CH:26]=[CH:25][CH:24]=[CH:23][CH:22]=4)[CH:10]=[CH:9][C:8]2=3)=[CH:3][CH:2]=1.[Br:33]C1CC(=O)NC1=O. The catalyst is C(Cl)(Cl)Cl. The product is [C:1]1([C:27]2[CH:28]=[CH:29][CH:30]=[CH:31][CH:32]=2)[CH:6]=[CH:5][C:4]([N:7]2[C:8]3[C:13](=[CH:12][C:11]([C:21]4[CH:26]=[CH:25][CH:24]=[CH:23][CH:22]=4)=[CH:10][CH:9]=3)[CH2:14][C:15]3[CH:16]=[C:17]([Br:33])[CH:18]=[CH:19][C:20]2=3)=[CH:3][CH:2]=1. The yield is 0.700. (6) The reactants are [F:1][C:2]1[CH:22]=[CH:21][C:5]2[N:6]([CH2:9][C:10]3[CH:20]=[CH:19][C:13]4[N:14]=[C:15]([S:17][CH3:18])[S:16][C:12]=4[CH:11]=3)[CH:7]=[N:8][C:4]=2[CH:3]=1.ClC1C=CC=C(C(OO)=[O:31])C=1. The catalyst is C(Cl)Cl.CCOC(C)=O. The product is [F:1][C:2]1[CH:22]=[CH:21][C:5]2[N:6]([CH2:9][C:10]3[CH:20]=[CH:19][C:13]4[N:14]=[C:15]([S:17]([CH3:18])=[O:31])[S:16][C:12]=4[CH:11]=3)[CH:7]=[N:8][C:4]=2[CH:3]=1. The yield is 0.940. (7) The reactants are [CH2:1]([O:3][C:4]1[CH:5]=[C:6]([CH:12]([NH2:18])[CH2:13][S:14]([CH3:17])(=[O:16])=[O:15])[CH:7]=[CH:8][C:9]=1[O:10][CH3:11])[CH3:2].[C:19]([NH:22][C@H:23]([C:28]([OH:30])=[O:29])[CH2:24][CH:25]([CH3:27])[CH3:26])(=[O:21])[CH3:20]. The catalyst is CO. The product is [C:19]([NH:22][C@H:23]([C:28]([OH:30])=[O:29])[CH2:24][CH:25]([CH3:26])[CH3:27])(=[O:21])[CH3:20].[CH2:1]([O:3][C:4]1[CH:5]=[C:6]([C@H:12]([NH2:18])[CH2:13][S:14]([CH3:17])(=[O:16])=[O:15])[CH:7]=[CH:8][C:9]=1[O:10][CH3:11])[CH3:2]. The yield is 0.900.